This data is from Full USPTO retrosynthesis dataset with 1.9M reactions from patents (1976-2016). The task is: Predict the reactants needed to synthesize the given product. (1) Given the product [F:23][CH:19]([F:24])[O:1][C:2]1[N:6]([CH3:7])[N:5]=[C:4]([C:8]([O:10][CH3:11])=[O:9])[CH:3]=1, predict the reactants needed to synthesize it. The reactants are: [OH:1][C:2]1[N:6]([CH3:7])[N:5]=[C:4]([C:8]([O:10][CH3:11])=[O:9])[CH:3]=1.C([O-])([O-])=O.[K+].[K+].Cl[C:19]([F:24])([F:23])C([O-])=O.[Na+]. (2) Given the product [CH3:1][C:2]1([CH3:23])[C:10]2[C:5](=[CH:6][CH:7]=[C:8]([C:11]3[N:16]=[C:15]([N:17]4[CH2:22][CH2:21][N:20]([CH2:31][CH2:30][CH2:29][CH2:28][O:27][C:24](=[O:26])[CH3:25])[CH2:19][CH2:18]4)[CH:14]=[CH:13][CH:12]=3)[CH:9]=2)[CH2:4][CH2:3]1, predict the reactants needed to synthesize it. The reactants are: [CH3:1][C:2]1([CH3:23])[C:10]2[C:5](=[CH:6][CH:7]=[C:8]([C:11]3[N:16]=[C:15]([N:17]4[CH2:22][CH2:21][NH:20][CH2:19][CH2:18]4)[CH:14]=[CH:13][CH:12]=3)[CH:9]=2)[CH2:4][CH2:3]1.[C:24]([O:27][CH2:28][CH2:29][CH2:30][CH2:31]Br)(=[O:26])[CH3:25].C(=O)([O-])[O-].[K+].[K+]. (3) Given the product [CH3:1][C:2]1[CH:3]=[C:4]([CH:5]=[CH:6][C:7]=1[CH3:8])[CH2:9][C:10]([CH2:11][C:12](=[O:13])[N:66]1[CH2:67][CH2:68][CH:69]([N:72]2[CH2:81][C:80]3[C:75](=[CH:76][CH:77]=[CH:78][CH:79]=3)[NH:74][C:73]2=[O:82])[CH2:70][CH2:71]1)([C:20]([O:22][CH2:23][CH3:24])=[O:21])[C:15]([O:17][CH2:18][CH3:19])=[O:16], predict the reactants needed to synthesize it. The reactants are: [CH3:1][C:2]1[CH:3]=[C:4]([CH2:9][C:10]([C:20]([O:22][CH2:23][CH3:24])=[O:21])([C:15]([O:17][CH2:18][CH3:19])=[O:16])[CH2:11][C:12](O)=[O:13])[CH:5]=[CH:6][C:7]=1[CH3:8].CN(C(ON1N=NC2C=CC=CC1=2)=[N+](C)C)C.[B-](F)(F)(F)F.C1C=CC2N(O)N=NC=2C=1.C(N(C(C)C)C(C)C)C.[NH:66]1[CH2:71][CH2:70][CH:69]([N:72]2[CH2:81][C:80]3[C:75](=[CH:76][CH:77]=[CH:78][CH:79]=3)[NH:74][C:73]2=[O:82])[CH2:68][CH2:67]1. (4) Given the product [CH3:40][O:41][C:42](=[O:43])[NH:44][C@@H:45]([C:49]([CH3:51])([CH3:50])[CH3:52])[C:46](=[O:47])[NH:1][C@@H:2]([CH2:33][C:34]1[CH:35]=[CH:36][CH:37]=[CH:38][CH:39]=1)[C@@H:3]([OH:32])[CH2:4][C@H:5]([CH2:6][C:7]1[CH:8]=[CH:9][C:10]([C:13]2[CH:14]=[CH:15][N:16]=[CH:17][CH:18]=2)=[CH:11][CH:12]=1)[NH:19][C:20](=[O:31])[C@H:21]([C:27]([CH3:30])([CH3:29])[CH3:28])[NH:22][C:23](=[O:24])[O:25][CH3:26], predict the reactants needed to synthesize it. The reactants are: [NH2:1][C@@H:2]([CH2:33][C:34]1[CH:39]=[CH:38][CH:37]=[CH:36][CH:35]=1)[C@@H:3]([OH:32])[CH2:4][C@@H:5]([NH:19][C:20](=[O:31])[C@H:21]([C:27]([CH3:30])([CH3:29])[CH3:28])[NH:22][C:23]([O:25][CH3:26])=[O:24])[CH2:6][C:7]1[CH:12]=[CH:11][C:10]([C:13]2[CH:18]=[CH:17][N:16]=[CH:15][CH:14]=2)=[CH:9][CH:8]=1.[CH3:40][O:41][C:42]([NH:44][C@@H:45]([C:49]([CH3:52])([CH3:51])[CH3:50])[C:46](O)=[O:47])=[O:43].CCOP(ON1N=NC2C=CC=CC=2C1=O)(OCC)=O.C(N(CC)C(C)C)(C)C. (5) Given the product [Br:9][C:10]1[CH:17]=[CH:16][C:13]([CH:7]([OH:6])[CH3:8])=[C:12]([CH3:18])[CH:11]=1, predict the reactants needed to synthesize it. The reactants are: C[Mg]Br.C([O:6][CH2:7][CH3:8])C.[Br:9][C:10]1[CH:17]=[CH:16][C:13](C=O)=[C:12]([CH3:18])[CH:11]=1.[Cl-].[NH4+]. (6) Given the product [Cl:19][C:14]1[CH:15]=[CH:16][CH:17]=[CH:18][C:13]=1[S:10]([C@H:8]1[CH2:7][N:6]([C:20]2[S:21][C:22]([C:25]([F:27])([F:26])[F:28])=[N:23][N:24]=2)[C@H:5]([C:3]([OH:4])=[O:2])[CH2:9]1)(=[O:11])=[O:12], predict the reactants needed to synthesize it. The reactants are: C[O:2][C:3]([C@@H:5]1[CH2:9][C@@H:8]([S:10]([C:13]2[CH:18]=[CH:17][CH:16]=[CH:15][C:14]=2[Cl:19])(=[O:12])=[O:11])[CH2:7][N:6]1[C:20]1[S:21][C:22]([C:25]([F:28])([F:27])[F:26])=[N:23][N:24]=1)=[O:4].[OH-].[Li+]. (7) Given the product [CH3:10][C:11]1([CH3:40])[CH2:20][CH2:19][C:18]2[N:17]=[CH:16][N:15]=[C:14]([N:21]3[CH2:27][C:26]4[CH:28]=[C:29]([C:32]5[CH:33]=[C:34]6[N:39]=[C:1]([CH2:2][CH3:3])[NH:38][C:35]6=[N:36][CH:37]=5)[CH:30]=[CH:31][C:25]=4[O:24][CH2:23][CH2:22]3)[C:13]=2[CH2:12]1, predict the reactants needed to synthesize it. The reactants are: [C:1](OC)(OC)(OC)[CH2:2][CH3:3].[CH3:10][C:11]1([CH3:40])[CH2:20][CH2:19][C:18]2[N:17]=[CH:16][N:15]=[C:14]([N:21]3[CH2:27][C:26]4[CH:28]=[C:29]([C:32]5[CH:33]=[C:34]([NH2:39])[C:35]([NH2:38])=[N:36][CH:37]=5)[CH:30]=[CH:31][C:25]=4[O:24][CH2:23][CH2:22]3)[C:13]=2[CH2:12]1. (8) Given the product [CH3:2][N:3]([CH3:36])[C@@H:4]1[CH2:8][CH2:7][N:6]([C:9]2[CH:18]=[C:17]3[C:12]([C:13](=[O:27])[NH:14][CH:15]=[N:16]3)=[C:11]([O:28][CH:29]3[CH2:34][CH2:33][N:32]([CH3:35])[CH2:31][CH2:30]3)[CH:10]=2)[CH2:5]1, predict the reactants needed to synthesize it. The reactants are: N.[CH3:2][N:3]([CH3:36])[C@@H:4]1[CH2:8][CH2:7][N:6]([C:9]2[CH:18]=[C:17]3[C:12]([C:13](=[O:27])[N:14](COC(=O)C(C)(C)C)[CH:15]=[N:16]3)=[C:11]([O:28][CH:29]3[CH2:34][CH2:33][N:32]([CH3:35])[CH2:31][CH2:30]3)[CH:10]=2)[CH2:5]1. (9) Given the product [NH:1]1[C:9]2[C:4](=[CH:5][CH:6]=[CH:7][CH:8]=2)[CH:3]=[C:2]1[C:10]1[CH:11]=[C:12]([C:16]2[C:17]([N:35]([CH3:40])[S:36]([CH3:39])(=[O:38])=[O:37])=[CH:18][C:19]3[O:23][C:22]([C:24]4[CH:25]=[CH:26][C:27]([F:30])=[CH:28][CH:29]=4)=[C:21]([C:31]([NH:47][C:43]4[CH:42]=[N:41][CH:46]=[CH:45][CH:44]=4)=[O:33])[C:20]=3[CH:34]=2)[CH:13]=[CH:14][CH:15]=1, predict the reactants needed to synthesize it. The reactants are: [NH:1]1[C:9]2[C:4](=[CH:5][CH:6]=[CH:7][CH:8]=2)[CH:3]=[C:2]1[C:10]1[CH:11]=[C:12]([C:16]2[C:17]([N:35]([CH3:40])[S:36]([CH3:39])(=[O:38])=[O:37])=[CH:18][C:19]3[O:23][C:22]([C:24]4[CH:29]=[CH:28][C:27]([F:30])=[CH:26][CH:25]=4)=[C:21]([C:31]([OH:33])=O)[C:20]=3[CH:34]=2)[CH:13]=[CH:14][CH:15]=1.[N:41]1[CH:46]=[CH:45][CH:44]=[C:43]([NH2:47])[CH:42]=1.C1CN([P+](ON2N=NC3C=CC=CC2=3)(N2CCCC2)N2CCCC2)CC1.F[P-](F)(F)(F)(F)F.CCN(C(C)C)C(C)C.